From a dataset of Full USPTO retrosynthesis dataset with 1.9M reactions from patents (1976-2016). Predict the reactants needed to synthesize the given product. (1) Given the product [Br:1][C:2]1[C:7]([N+:13]([O-:15])=[O:14])=[C:6]([Cl:8])[CH:5]=[C:4]([F:9])[C:3]=1[O:10][CH2:11][CH3:12], predict the reactants needed to synthesize it. The reactants are: [Br:1][C:2]1[CH:7]=[C:6]([Cl:8])[CH:5]=[C:4]([F:9])[C:3]=1[O:10][CH2:11][CH3:12].[N+:13]([O-])([OH:15])=[O:14]. (2) Given the product [Cl:26][C:21]1[CH:22]=[CH:23][CH:24]=[CH:25][C:20]=1[CH:8]([C:3]1[CH:4]=[CH:5][CH:6]=[CH:7][C:2]=1[Cl:1])[C:9]1[S:13][C:12]([C:14]([O:16][CH2:17][CH3:18])=[O:15])=[CH:11][CH:10]=1, predict the reactants needed to synthesize it. The reactants are: [Cl:1][C:2]1[CH:7]=[CH:6][CH:5]=[CH:4][C:3]=1[C:8]([C:20]1[CH:25]=[CH:24][CH:23]=[CH:22][C:21]=1[Cl:26])(O)[C:9]1[S:13][C:12]([C:14]([O:16][CH2:17][CH3:18])=[O:15])=[CH:11][CH:10]=1.B(F)(F)F.O(CC)CC.C([SiH](CC)CC)C. (3) Given the product [OH:30][C@H:18]([C:19]1[C:27]2[S:26][C:25](=[O:28])[NH:24][C:23]=2[C:22]([OH:29])=[CH:21][CH:20]=1)[CH2:17][N:16]([CH2:15][C:12]1[CH:11]=[CH:10][C:9]([O:8][CH2:7][CH2:6][N:61]2[CH2:62][CH2:63][C:57]3([O:56][CH2:55][CH2:54][N:53]([C:51]([C:49]4[S:50][C:46]([CH3:45])=[CH:47][CH:48]=4)=[O:52])[CH2:58]3)[CH2:59][CH2:60]2)=[CH:14][CH:13]=1)[C:31](=[O:32])[O:33][C:34]([CH3:37])([CH3:35])[CH3:36], predict the reactants needed to synthesize it. The reactants are: CS(O[CH2:6][CH2:7][O:8][C:9]1[CH:14]=[CH:13][C:12]([CH2:15][N:16]([C:31]([O:33][C:34]([CH3:37])([CH3:36])[CH3:35])=[O:32])[CH2:17][C@H:18]([OH:30])[C:19]2[C:27]3[S:26][C:25](=[O:28])[NH:24][C:23]=3[C:22]([OH:29])=[CH:21][CH:20]=2)=[CH:11][CH:10]=1)(=O)=O.FC(F)(F)C(O)=O.[CH3:45][C:46]1[S:50][C:49]([C:51]([N:53]2[CH2:58][C:57]3([CH2:63][CH2:62][NH:61][CH2:60][CH2:59]3)[O:56][CH2:55][CH2:54]2)=[O:52])=[CH:48][CH:47]=1.C(N(CC)CC)C. (4) Given the product [F:28][C:29]1[CH:34]=[CH:33][CH:32]=[CH:31][C:30]=1[NH:35][C:36]([NH:1][CH2:2][CH2:3][C:4]([C:6]1[CH:20]=[CH:19][C:9]2[N:10]=[C:11]([NH:13][C:14]([NH:16][CH2:17][CH3:18])=[O:15])[S:12][C:8]=2[CH:7]=1)=[O:5])=[O:37], predict the reactants needed to synthesize it. The reactants are: [NH2:1][CH2:2][CH2:3][C:4]([C:6]1[CH:20]=[CH:19][C:9]2[N:10]=[C:11]([NH:13][C:14]([NH:16][CH2:17][CH3:18])=[O:15])[S:12][C:8]=2[CH:7]=1)=[O:5].C(N(CC)CC)C.[F:28][C:29]1[CH:34]=[CH:33][CH:32]=[CH:31][C:30]=1[N:35]=[C:36]=[O:37]. (5) The reactants are: [C:1](Cl)(=[O:5])[CH:2]([CH3:4])[CH3:3].[Cl-].[Al+3].[Cl-].[Cl-].[CH3:11][O:12][C:13]([C:15]1[NH:16][CH:17]=[CH:18][CH:19]=1)=[O:14]. Given the product [CH3:11][O:12][C:13]([C:15]1[NH:16][CH:17]=[C:18]([C:1](=[O:5])[CH:2]([CH3:4])[CH3:3])[CH:19]=1)=[O:14], predict the reactants needed to synthesize it.